Dataset: Cav3 T-type calcium channel HTS with 100,875 compounds. Task: Binary Classification. Given a drug SMILES string, predict its activity (active/inactive) in a high-throughput screening assay against a specified biological target. The drug is Fc1ccc(Cn2ncc(NC(=O)Nc3cc(ccc3)C(=O)C)c2)cc1. The result is 0 (inactive).